Predict the reaction yield, written as a fraction of the theoretical maximum amount of product (1.0 means a 100% yield; for example, 0.34 means a 34% yield). From a dataset of Reaction yield outcomes from USPTO patents with 853,638 reactions. (1) The reactants are [Cl-].O[NH3+:3].[C:4](=[O:7])([O-])[OH:5].[Na+].CS(C)=O.[OH:13][C:14]1([C:48]([F:51])([F:50])[F:49])[CH2:19][CH2:18][CH:17]([N:20]2[C:25](=[O:26])[C:24]([CH2:27][C:28]3[CH:33]=[CH:32][C:31]([C:34]4[C:35]([C:40]#[N:41])=[CH:36][CH:37]=[CH:38][CH:39]=4)=[CH:30][CH:29]=3)=[C:23]([CH2:42][CH2:43][CH3:44])[N:22]3[N:45]=[CH:46][N:47]=[C:21]23)[CH2:16][CH2:15]1. The catalyst is C(OCC)(=O)C. The product is [OH:13][C:14]1([C:48]([F:50])([F:51])[F:49])[CH2:19][CH2:18][CH:17]([N:20]2[C:25](=[O:26])[C:24]([CH2:27][C:28]3[CH:29]=[CH:30][C:31]([C:34]4[CH:39]=[CH:38][CH:37]=[CH:36][C:35]=4[C:40]4[NH:3][C:4](=[O:7])[O:5][N:41]=4)=[CH:32][CH:33]=3)=[C:23]([CH2:42][CH2:43][CH3:44])[N:22]3[N:45]=[CH:46][N:47]=[C:21]23)[CH2:16][CH2:15]1. The yield is 0.510. (2) The reactants are [CH3:1][CH:2]([C:8]([O:10][CH2:11][CH3:12])=[O:9])[C:3]([O:5][CH2:6][CH3:7])=[O:4].[CH2:13]([S:20][CH2:21]Br)[C:14]1[CH:19]=[CH:18][CH:17]=[CH:16][CH:15]=1.[O-]CCCC.[K+]. The catalyst is O. The product is [CH2:11]([O:10][C:8](=[O:9])[C:2]([CH2:21][S:20][CH2:13][C:14]1[CH:19]=[CH:18][CH:17]=[CH:16][CH:15]=1)([CH3:1])[C:3]([O:5][CH2:6][CH3:7])=[O:4])[CH3:12]. The yield is 0.780. (3) The reactants are [CH3:1][C:2]([S@:5]([NH2:7])=[O:6])([CH3:4])[CH3:3].[O:8]1[CH2:13][CH2:12][CH2:11][CH2:10][CH:9]1[N:14]1[C:18]2[CH:19]=[CH:20][C:21]([C:23](=O)[CH3:24])=[CH:22][C:17]=2[N:16]=[CH:15]1.CCC(C)[BH-](C(C)CC)C(C)CC.[Li+].CO. The catalyst is C1COCC1.[Cl-].[Na+].O. The product is [CH3:1][C:2]([S@@:5]([NH:7][C@H:23]([C:21]1[CH:20]=[CH:19][C:18]2[N:14]([CH:9]3[CH2:10][CH2:11][CH2:12][CH2:13][O:8]3)[CH:15]=[N:16][C:17]=2[CH:22]=1)[CH3:24])=[O:6])([CH3:4])[CH3:3]. The yield is 0.500.